From a dataset of Forward reaction prediction with 1.9M reactions from USPTO patents (1976-2016). Predict the product of the given reaction. (1) Given the reactants S(Cl)(Cl)=O.[NH2:5][C:6]1[CH:16]=[CH:15][C:9]([CH2:10][CH2:11][C:12]([OH:14])=[O:13])=[CH:8][CH:7]=1.[CH3:17]O, predict the reaction product. The product is: [NH2:5][C:6]1[CH:7]=[CH:8][C:9]([CH2:10][CH2:11][C:12]([O:14][CH3:17])=[O:13])=[CH:15][CH:16]=1. (2) Given the reactants [C:1]([Si:5]([CH3:12])([CH3:11])[O:6][CH2:7][C@H:8]([NH2:10])[CH3:9])([CH3:4])([CH3:3])[CH3:2].C(N(CC)CC)C.Cl[C:21]([O:23][C:24]1[CH:29]=[CH:28][C:27]([N+:30]([O-:32])=[O:31])=[CH:26][CH:25]=1)=[O:22], predict the reaction product. The product is: [N+:30]([C:27]1[CH:26]=[CH:25][C:24]([O:23][C:21](=[O:22])[NH:10][C@H:8]([CH3:9])[CH2:7][O:6][Si:5]([C:1]([CH3:3])([CH3:2])[CH3:4])([CH3:12])[CH3:11])=[CH:29][CH:28]=1)([O-:32])=[O:31].